This data is from Forward reaction prediction with 1.9M reactions from USPTO patents (1976-2016). The task is: Predict the product of the given reaction. (1) Given the reactants C[O:2][C:3](=[O:29])/[CH:4]=[CH:5]/[C:6]1[CH:7]=[CH:8][C:9]2[O:19][C:13]3([CH2:18][CH2:17][NH:16][CH2:15][CH2:14]3)[N:12]([CH2:20][C:21]3[CH:26]=[CH:25][CH:24]=[CH:23][CH:22]=3)[C:11](=[O:27])[C:10]=2[CH:28]=1.[CH2:30](Br)[C:31]1[CH:36]=[CH:35][CH:34]=[CH:33][CH:32]=1.Cl, predict the reaction product. The product is: [CH2:30]([N:16]1[CH2:17][CH2:18][C:13]2([N:12]([CH2:20][C:21]3[CH:22]=[CH:23][CH:24]=[CH:25][CH:26]=3)[C:11](=[O:27])[C:10]3[CH:28]=[C:6](/[CH:5]=[CH:4]/[C:3]([OH:29])=[O:2])[CH:7]=[CH:8][C:9]=3[O:19]2)[CH2:14][CH2:15]1)[C:31]1[CH:36]=[CH:35][CH:34]=[CH:33][CH:32]=1. (2) Given the reactants [CH2:1]([O:3][CH2:4][C:5]1[N:10]=[CH:9][C:8]([C:11]2[CH:16]=[CH:15][C:14]([S:17]([NH:20][C:21]3[C:30]([F:31])=[CH:29][C:24]([C:25]([O:27]C)=[O:26])=[C:23]([F:32])[CH:22]=3)(=[O:19])=[O:18])=[CH:13][CH:12]=2)=[CH:7][N:6]=1)[CH3:2].[OH-].[Li+].Cl, predict the reaction product. The product is: [CH2:1]([O:3][CH2:4][C:5]1[N:10]=[CH:9][C:8]([C:11]2[CH:16]=[CH:15][C:14]([S:17]([NH:20][C:21]3[C:30]([F:31])=[CH:29][C:24]([C:25]([OH:27])=[O:26])=[C:23]([F:32])[CH:22]=3)(=[O:19])=[O:18])=[CH:13][CH:12]=2)=[CH:7][N:6]=1)[CH3:2]. (3) Given the reactants [OH:1][C:2]1[CH:7]=[C:6]([C@@H:8]2[NH:12][CH:11]([C:13]([OH:15])=[O:14])[CH2:10][S:9]2)[CH:5]=[CH:4][N:3]=1.CCN(C(C)C)C(C)C.Cl[C:26]([O:28][CH2:29][C:30]1[CH:35]=[CH:34][CH:33]=[CH:32][CH:31]=1)=[O:27], predict the reaction product. The product is: [CH2:29]([O:28][C:26]([N:12]1[CH:11]([C:13]([OH:15])=[O:14])[CH2:10][S:9][C@@H:8]1[C:6]1[CH:5]=[CH:4][N:3]=[C:2]([OH:1])[CH:7]=1)=[O:27])[C:30]1[CH:35]=[CH:34][CH:33]=[CH:32][CH:31]=1. (4) Given the reactants Cl[C:2]1[N:3]=[C:4]([N:13]2[CH2:18][CH2:17][N:16]([C:19](=[O:27])[CH2:20][C:21]3[CH:26]=[CH:25][CH:24]=[CH:23][CH:22]=3)[CH2:15][CH2:14]2)[C:5]2[CH:10]=[C:9]([CH2:11][CH3:12])[S:8][C:6]=2[N:7]=1.[CH:28]1([NH2:33])[CH2:32][CH2:31][CH2:30][CH2:29]1, predict the reaction product. The product is: [CH:28]1([NH:33][C:2]2[N:3]=[C:4]([N:13]3[CH2:14][CH2:15][N:16]([C:19](=[O:27])[CH2:20][C:21]4[CH:22]=[CH:23][CH:24]=[CH:25][CH:26]=4)[CH2:17][CH2:18]3)[C:5]3[CH:10]=[C:9]([CH2:11][CH3:12])[S:8][C:6]=3[N:7]=2)[CH2:32][CH2:31][CH2:30][CH2:29]1. (5) Given the reactants [NH2:1][CH2:2][C@H:3]1[N:10]([C:11]([C:13]2[N:14]=[C:15]([CH3:25])[S:16][C:17]=2[C:18]2[CH:19]=[C:20]([CH3:24])[CH:21]=[CH:22][CH:23]=2)=[O:12])[CH2:9][C@H:8]2[C@@H:4]1[CH2:5][CH:6]([CH3:26])[CH2:7]2.[CH3:27][C:28]1[O:29][C:30]2[C:31](=[C:33]([C:37](O)=[O:38])[CH:34]=[CH:35][CH:36]=2)[N:32]=1.[OH-].[Na+], predict the reaction product. The product is: [CH3:26][CH:6]1[CH2:5][C@H:4]2[C@H:8]([CH2:9][N:10]([C:11]([C:13]3[N:14]=[C:15]([CH3:25])[S:16][C:17]=3[C:18]3[CH:19]=[C:20]([CH3:24])[CH:21]=[CH:22][CH:23]=3)=[O:12])[C@@H:3]2[CH2:2][NH:1][C:37]([C:33]2[CH:34]=[CH:35][CH:36]=[C:30]3[O:29][C:28]([CH3:27])=[N:32][C:31]=23)=[O:38])[CH2:7]1. (6) The product is: [OH:15][C:10]1[C:11]([C:16]([OH:18])=[O:17])=[CH:12][CH:13]=[C:14]2[C:9]=1[N:8]=[CH:7][CH:6]=[C:5]2[CH3:4]. Given the reactants CO.[Na].[CH3:4][C:5]1[C:14]2[C:9](=[C:10]([OH:15])[CH:11]=[CH:12][CH:13]=2)[N:8]=[CH:7][CH:6]=1.[C:16](=[O:18])=[O:17], predict the reaction product.